The task is: Binary Classification. Given a miRNA mature sequence and a target amino acid sequence, predict their likelihood of interaction.. This data is from Experimentally validated miRNA-target interactions with 360,000+ pairs, plus equal number of negative samples. The miRNA is hsa-miR-6499-3p with sequence AGCAGUGUUUGUUUUGCCCACA. The protein sequence of the target gene is MASRINTNFTLIPNQKLRRSNRQTSCYSKTLGSGFQPISTFGNFKALPLEIFQIILKYLSVKDISMLSMVSKTVSQHIINYISTSSGSKRLLLQDFHNLELPDRRQDSAILEHYRSLGLLFKRCTLLLPTKERLKYIHKILTEVSCFKFNGCAAPMQCLGLTCYGMFLQTLTAGWDELECHRVYNFLCELTNLCRKIQMAVCSKPGSAQKLELRIRLFCRNVLLDHWTHRSDSAFWLTRILKPWPMVNQARLLYIIFGPISPQDGQVVWQEMIEEPTDEFSLKGLADAIKLLYDASTKEW.... Result: 1 (interaction).